This data is from Experimentally validated miRNA-target interactions with 360,000+ pairs, plus equal number of negative samples. The task is: Binary Classification. Given a miRNA mature sequence and a target amino acid sequence, predict their likelihood of interaction. (1) The protein sequence of the target gene is MRSRAASAPLPTPLLPLLLLLLLLPPSPLLGDQVGPCRSLGSGGRSSSGACAPVGWLCPASASNLWLYTSRCRESGIELTGHLVPHHDGLRVWCPESGAHIPLPPSSEGCPWSCRLLGIGGHLSPQGTLTLPEEHPCLKAPRLRCQSCKLAQAPGLRAGEGSPEESLGGRRKRNVNTAPQFQPPSYQATVPENQPAGTSVASLRAIDPDEGEAGRLEYTMDALFDSRSNHFFSLDPITGVVTTAEELDRETKSTHVFRVTAQDHGMPRRSALATLTILVTDTNDHDPVFEQQEYKESLRE.... The miRNA is mmu-miR-9-5p with sequence UCUUUGGUUAUCUAGCUGUAUGA. Result: 1 (interaction). (2) The miRNA is hsa-miR-186-5p with sequence CAAAGAAUUCUCCUUUUGGGCU. The protein sequence of the target gene is MSGLDGGNKLPLAQTGGLAAPDHASGDPDRDQCQGLREETEATQVMANTGGGSLETVAEGGASQDPVDCGPALRVPVAGSRGGAATKAGQEDAPPSTKGLEAASAAEAADSSQKNGCQLGEPRGPAGQKALEACGAGGLGSQMIPGKKAKEVTTKKRAISAAVEKEGEAGAAMEEKKVVQKEKKVAGGVKEETRPRAPKINNCMDSLEAIDQELSNVNAQADRAFLQLERKFGRMRRLHMQRRSFIIQNIPGFWVTAFRNHPQLSPMISGQDEDMLRYMINLEVEELKHPRAGCKFKFIF.... Result: 1 (interaction). (3) The miRNA is hsa-miR-335-5p with sequence UCAAGAGCAAUAACGAAAAAUGU. The protein sequence of the target gene is MQRLRWLRDWKSSGRGLTAAKEPGARSSPLQAMRILQLILLALATGLVGGETRIIKGFECKPHSQPWQAALFEKTRLLCGATLIAPRWLLTAAHCLKPRYIVHLGQHNLQKEEGCEQTRTATESFPHPGFNNSLPNKDHRNDIMLVKMASPVSITWAVRPLTLSSRCVTAGTSCLISGWGSTSSPQLRLPHTLRCANITIIEHQKCENAYPGNITDTMVCASVQEGGKDSCQGDSGGPLVCNQSLQGIISWGQDPCAITRKPGVYTKVCKYVDWIQETMKNN. Result: 1 (interaction). (4) The miRNA is hsa-miR-4795-5p with sequence AGAAGUGGCUAAUAAUAUUGA. The protein sequence of the target gene is MLATRLSRPLSRLPGKTLSACDRENGARRPLLLGSTSFIPIGRRTYASAAEPVGSKAVLVTGCDSGFGFSLAKHLHSKGFLVFAGCLMKDKGHDGVKELDSLNSDRLRTVQLNVCSSEEVEKVVEIVRSSLKDPEKGMWGLVNNAGISTFGEVEFTSLETYKQVAEVNLWGTVRMTKSFLPLIRRAKGRVVNISSMLGRMANPARSPYCITKFGVEAFSDCLRYEMYPLGVKVSVVEPGNFIAATSLYSPESIQAIAKKMWEELPEVVRKDYGKKYFDEKIAKMETYCSSGSTDTSPVID.... Result: 0 (no interaction). (5) The miRNA is hsa-miR-3941 with sequence UUACACACAACUGAGGAUCAUA. The protein sequence of the target gene is METSAPRAGSQVVATTARHSAAYRADPLRVSSRDKLTEMAASSQGNFEGNFESLDLAEFAKKQPWWRKLFGQESGPSAEKYSVATQLFIGGVTGWCTGFIFQKVGKLAATAVGGGFFLLQLANHTGYIKVDWQRVEKDMKKAKEQLKIRKSNQIPTEVRSKAEEVVSFVKKNVLVTGGFFGGFLLGMAS. Result: 0 (no interaction). (6) The miRNA is rno-miR-100-5p with sequence AACCCGUAGAUCCGAACUUGUG. The protein sequence of the target gene is MGLLWYLMSLSFYGILQSHASERCDDWGLDTMRQIQVFEDEPARIKCPLFEHFLKYNYSTAHSSGLTLIWYWTRQDRDLEEPINFRLPENRISKEKDVLWFRPTLLNDTGNYTCMLRNTTYCSKVAFPLEVVQKDSCFNSAMRFPVHKMYIEHGIHKITCPNVDGYFPSSVKPSVTWYKGCTEIVDFHNVLPEGMNLSFFIPLVSNNGNYTCVVTYPENGRLFHLTRTVTVKVVGSPKDALPPQIYSPNDRVVYEKEPGEELVIPCKVYFSFIMDSHNEVWWTIDGKKPDDVTVDITINE.... Result: 0 (no interaction). (7) The miRNA is mmu-miR-1251-5p with sequence ACUCUAGCUGCCAAAGGCGCU. The protein sequence of the target gene is MWLCPLALNLILMAASGAVCEVKDVCVGSPGIPGTPGSHGLPGRDGRDGLKGDPGPPGPMGPPGEMPCPPGNDGLPGAPGIPGECGEKGEPGERGPPGLPAHLDEELQATLHDFRHQILQTRGALSLQGSIMTVGEKVFSSNGQSITFDAIQEACARAGGRIAVPRNPEENEAIASFVKKYNTYAYVGLTEGPSPGDFRYSDGTPVNYTNWYRGEPAGRGKEQCVEMYTDGQWNDRNCLYSRLTICEF. Result: 0 (no interaction).